From a dataset of Full USPTO retrosynthesis dataset with 1.9M reactions from patents (1976-2016). Predict the reactants needed to synthesize the given product. (1) Given the product [N:26]([N:4]1[CH2:5][CH2:6][N:1]([C:7]([O:9][C:10]([CH3:13])([CH3:12])[CH3:11])=[O:8])[CH2:2][CH2:3]1)=[O:27], predict the reactants needed to synthesize it. The reactants are: [N:1]1([C:7]([O:9][C:10]([CH3:13])([CH3:12])[CH3:11])=[O:8])[CH2:6][CH2:5][NH:4][CH2:3][CH2:2]1.CC1C=CC(S(N([N:26]=[O:27])C)(=O)=O)=CC=1. (2) Given the product [CH2:1]([O:8][C:9]1[C:18]([O:19][CH3:20])=[CH:17][C:16]2[CH:15]3[N:14]([CH:13]([CH3:21])[CH2:12][C:11]=2[CH:10]=1)[CH:25]=[C:26]([C:27]([O:29][CH2:30][CH3:31])=[O:28])[C:32](=[O:34])[CH2:33]3)[C:2]1[CH:7]=[CH:6][CH:5]=[CH:4][CH:3]=1, predict the reactants needed to synthesize it. The reactants are: [CH2:1]([O:8][C:9]1[CH:10]=[C:11]2[C:16](=[CH:17][C:18]=1[O:19][CH3:20])[CH:15]=[N:14][CH:13]([CH3:21])[CH2:12]2)[C:2]1[CH:7]=[CH:6][CH:5]=[CH:4][CH:3]=1.C(O[CH:25]=[C:26]([C:32](=[O:34])[CH3:33])[C:27]([O:29][CH2:30][CH3:31])=[O:28])C. (3) Given the product [Br:1][C:2]1[CH:3]=[C:4]2[C:9](=[CH:10][CH:11]=1)[N:8]=[C:7]([N:23]1[C@@H:24]([CH3:27])[CH2:25][O:26][C@@H:21]([CH3:20])[CH2:22]1)[CH:6]=[CH:5]2, predict the reactants needed to synthesize it. The reactants are: [Br:1][C:2]1[CH:3]=[C:4]2[C:9](=[CH:10][CH:11]=1)[N:8]=[C:7](Cl)[CH:6]=[CH:5]2.C(N(CC)CC)C.[CH3:20][C@@H:21]1[O:26][CH2:25][C@H:24]([CH3:27])[NH:23][CH2:22]1.